Dataset: Full USPTO retrosynthesis dataset with 1.9M reactions from patents (1976-2016). Task: Predict the reactants needed to synthesize the given product. Given the product [C:24]([O:28][C:29](=[O:31])[NH:30][C@H:34]([CH:33]([OH:32])[C:17]1[O:18][C:14]([C:11]2[CH:10]=[C:9]([CH3:8])[O:13][N:12]=2)=[CH:15][N:16]=1)[CH2:35][CH3:36])([CH3:27])([CH3:26])[CH3:25], predict the reactants needed to synthesize it. The reactants are: C(B(CC)CC)C.[CH3:8][C:9]1[O:13][N:12]=[C:11]([C:14]2[O:18][CH:17]=[N:16][CH:15]=2)[CH:10]=1.[Li]CCCC.[C:24]([O:28][C:29](=[O:31])[NH2:30])([CH3:27])([CH3:26])[CH3:25].[O:32]1[CH2:36][CH2:35][CH2:34][CH2:33]1.